From a dataset of Catalyst prediction with 721,799 reactions and 888 catalyst types from USPTO. Predict which catalyst facilitates the given reaction. (1) Reactant: [F:1][C:2]1[CH:28]=[CH:27][CH:26]=[CH:25][C:3]=1[CH2:4][N:5]1[C:9]2=[N:10][CH:11]=[CH:12][CH:13]=[C:8]2[C:7]([C:14]2[N:19]=[C:18]([CH3:20])[C:17]([C:21]([O:23]C)=[O:22])=[CH:16][N:15]=2)=[N:6]1.[OH-].[Li+]. Product: [F:1][C:2]1[CH:28]=[CH:27][CH:26]=[CH:25][C:3]=1[CH2:4][N:5]1[C:9]2=[N:10][CH:11]=[CH:12][CH:13]=[C:8]2[C:7]([C:14]2[N:19]=[C:18]([CH3:20])[C:17]([C:21]([OH:23])=[O:22])=[CH:16][N:15]=2)=[N:6]1. The catalyst class is: 7. (2) Reactant: O[CH2:2][CH2:3][O:4][C:5]1[C:10]([CH3:11])=[CH:9][C:8]([C:12]2[NH:21][C:20](=[O:22])[C:19]3[C:14](=[CH:15][C:16]([O:23][CH3:24])=[CH:17][CH:18]=3)[N:13]=2)=[CH:7][C:6]=1[CH3:25].C1(P(C2C=CC=CC=2)C2C=CC=CC=2)C=CC=CC=1.C(Br)(Br)(Br)[Br:46]. Product: [Br:46][CH2:2][CH2:3][O:4][C:5]1[C:10]([CH3:11])=[CH:9][C:8]([C:12]2[NH:21][C:20](=[O:22])[C:19]3[C:14](=[CH:15][C:16]([O:23][CH3:24])=[CH:17][CH:18]=3)[N:13]=2)=[CH:7][C:6]=1[CH3:25]. The catalyst class is: 3. (3) Reactant: [F:1][C:2]1[N:7]=[CH:6][C:5]([OH:8])=[CH:4][CH:3]=1.Cl[C:10]1[C:19]2[C:14](=[CH:15][C:16]([O:22][CH3:23])=[C:17]([O:20][CH3:21])[CH:18]=2)[N:13]=[CH:12][CH:11]=1.O. Product: [F:1][C:2]1[N:7]=[CH:6][C:5]([O:8][C:10]2[C:19]3[C:14](=[CH:15][C:16]([O:22][CH3:23])=[C:17]([O:20][CH3:21])[CH:18]=3)[N:13]=[CH:12][CH:11]=2)=[CH:4][CH:3]=1. The catalyst class is: 420.